Dataset: Full USPTO retrosynthesis dataset with 1.9M reactions from patents (1976-2016). Task: Predict the reactants needed to synthesize the given product. Given the product [F:26][C:23]1[CH:24]=[CH:25][C:17]([O:16][C:13]2[CH:12]=[CH:11][C:10]([C:9]([OH:42])=[O:8])=[CH:15][CH:14]=2)=[C:18]2[C:22]=1[C@H:21]([O:27][C:28]1[CH:41]=[CH:40][C:31]3[C@H:32]([CH2:35][C:36]([O:38][CH3:39])=[O:37])[CH2:33][O:34][C:30]=3[CH:29]=1)[CH2:20][CH2:19]2, predict the reactants needed to synthesize it. The reactants are: C([O:8][C:9](=[O:42])[C:10]1[CH:15]=[CH:14][C:13]([O:16][C:17]2[CH:25]=[CH:24][C:23]([F:26])=[C:22]3[C:18]=2[CH2:19][CH2:20][C@H:21]3[O:27][C:28]2[CH:41]=[CH:40][C:31]3[C@H:32]([CH2:35][C:36]([O:38][CH3:39])=[O:37])[CH2:33][O:34][C:30]=3[CH:29]=2)=[CH:12][CH:11]=1)C1C=CC=CC=1.